Dataset: Forward reaction prediction with 1.9M reactions from USPTO patents (1976-2016). Task: Predict the product of the given reaction. (1) The product is: [Cl:1][C:2]1[C:3]([F:29])=[C:4]([N:8]2[C:15](=[O:17])[C:14]3[CH:13]=[CH:12][N:11]([CH:18]([CH3:20])[CH3:19])[C:10]=3[CH:9]2[C:21]2[CH:26]=[CH:25][C:24]([Cl:27])=[CH:23][C:22]=2[CH3:28])[CH:5]=[CH:6][CH:7]=1. Given the reactants [Cl:1][C:2]1[C:3]([F:29])=[C:4]([NH:8][CH:9]([C:21]2[CH:26]=[CH:25][C:24]([Cl:27])=[CH:23][C:22]=2[CH3:28])[C:10]2[N:11]([CH:18]([CH3:20])[CH3:19])[CH:12]=[CH:13][C:14]=2[C:15]([OH:17])=O)[CH:5]=[CH:6][CH:7]=1.CN(C(ON1N=NC2C=CC=NC1=2)=[N+](C)C)C.F[P-](F)(F)(F)(F)F.CN1CCOCC1, predict the reaction product. (2) Given the reactants [Cl:1][C:2]1[CH:7]=[CH:6][CH:5]=[C:4]([Cl:8])[C:3]=1[C:9]1[C:22](=[O:23])[N:21]([CH3:24])[C:12]2[N:13]=[C:14](S(C)(=O)=O)[N:15]=[CH:16][C:11]=2[CH:10]=1.[O:25]1[C:29]2[CH:30]=[C:31]([NH2:34])[CH:32]=[CH:33][C:28]=2[CH2:27][CH2:26]1, predict the reaction product. The product is: [Cl:1][C:2]1[CH:7]=[CH:6][CH:5]=[C:4]([Cl:8])[C:3]=1[C:9]1[C:22](=[O:23])[N:21]([CH3:24])[C:12]2[N:13]=[C:14]([NH:34][C:31]3[CH:32]=[CH:33][C:28]4[CH2:27][CH2:26][O:25][C:29]=4[CH:30]=3)[N:15]=[CH:16][C:11]=2[CH:10]=1. (3) Given the reactants C(O[C:4]([C:6]1[N:7]=[N:8][C:9]([NH:12][CH2:13][C:14]2[C:15]([C:20]3[CH:25]=[CH:24][CH:23]=[C:22]([F:26])[CH:21]=3)=[N:16][O:17][C:18]=2[CH3:19])=[CH:10][CH:11]=1)=[O:5])C.[F:27][C:28]([F:32])([F:31])[CH2:29][NH2:30], predict the reaction product. The product is: [F:27][C:28]([F:32])([F:31])[CH2:29][NH:30][C:4]([C:6]1[N:7]=[N:8][C:9]([NH:12][CH2:13][C:14]2[C:15]([C:20]3[CH:25]=[CH:24][CH:23]=[C:22]([F:26])[CH:21]=3)=[N:16][O:17][C:18]=2[CH3:19])=[CH:10][CH:11]=1)=[O:5]. (4) Given the reactants [C:1]([NH:4][C@@H:5]([CH2:10][O:11][CH2:12][C:13]#[CH:14])[C:6]([O:8]C)=[O:7])(=[O:3])[CH3:2].[Li+].[OH-], predict the reaction product. The product is: [C:1]([NH:4][C@@H:5]([CH2:10][O:11][CH2:12][C:13]#[CH:14])[C:6]([OH:8])=[O:7])(=[O:3])[CH3:2]. (5) Given the reactants [CH3:1][N:2]([CH3:16])[S:3]([C:6]1[CH:7]=[C:8]2[C:12](=[CH:13][CH:14]=1)[NH:11][C:10](=[O:15])[CH2:9]2)(=[O:5])=[O:4].[N:17]1([CH2:22][CH2:23][NH:24][C:25]([C:27]2[C:31]([CH3:32])=[C:30]([CH:33]=O)[NH:29][C:28]=2[CH3:35])=[O:26])[CH2:21][CH2:20][CH2:19][CH2:18]1, predict the reaction product. The product is: [N:17]1([CH2:22][CH2:23][NH:24][C:25]([C:27]2[C:31]([CH3:32])=[C:30]([CH:33]=[C:9]3[C:8]4[C:12](=[CH:13][CH:14]=[C:6]([S:3](=[O:5])(=[O:4])[N:2]([CH3:16])[CH3:1])[CH:7]=4)[NH:11][C:10]3=[O:15])[NH:29][C:28]=2[CH3:35])=[O:26])[CH2:21][CH2:20][CH2:19][CH2:18]1. (6) Given the reactants Br[C:2]1[C:10]2[N:9]3[CH2:11][CH2:12][NH:13][C:14](=[O:15])[C:8]3=[CH:7][C:6]=2[CH:5]=[C:4]([C:16]#[N:17])[CH:3]=1.[N:18]1[CH:23]=[C:22](B(O)O)[CH:21]=[N:20][CH:19]=1, predict the reaction product. The product is: [O:15]=[C:14]1[C:8]2=[CH:7][C:6]3[CH:5]=[C:4]([C:16]#[N:17])[CH:3]=[C:2]([C:22]4[CH:23]=[N:18][CH:19]=[N:20][CH:21]=4)[C:10]=3[N:9]2[CH2:11][CH2:12][NH:13]1. (7) The product is: [Cl:14][C:11]1[CH:12]=[C:13]2[C:8](=[CH:9][CH:10]=1)[NH:7][N:6]=[C:5]2[CH2:4][NH2:1]. Given the reactants [N:1]([CH2:4][C:5]1[C:13]2[C:8](=[CH:9][CH:10]=[C:11]([Cl:14])[CH:12]=2)[NH:7][N:6]=1)=[N+]=[N-].[H][H], predict the reaction product.